This data is from Reaction yield outcomes from USPTO patents with 853,638 reactions. The task is: Predict the reaction yield, written as a fraction of the theoretical maximum amount of product (1.0 means a 100% yield; for example, 0.34 means a 34% yield). (1) The reactants are [N:1]1([C:7]2[CH:12]=[CH:11][C:10]([N+:13]([O-])=O)=[CH:9][C:8]=2[CH2:16][OH:17])[CH2:6][CH2:5][O:4][CH2:3][CH2:2]1. The catalyst is C(O)C.[OH-].[Pd+2].[OH-]. The product is [NH2:13][C:10]1[CH:11]=[CH:12][C:7]([N:1]2[CH2:6][CH2:5][O:4][CH2:3][CH2:2]2)=[C:8]([CH2:16][OH:17])[CH:9]=1. The yield is 0.830. (2) The catalyst is C1COCC1.CO.O. The reactants are C([NH:4][C:5]1[CH:10]=[C:9]([C:11]2[C:16]([F:17])=[CH:15][C:14]([Br:18])=[C:13]([F:19])[C:12]=2[F:20])[N:8]=[C:7]([C:21]([O:23]C)=[O:22])[C:6]=1[Cl:25])(=O)C.[OH-].[Na+].Cl. The yield is 0.650. The product is [NH2:4][C:5]1[CH:10]=[C:9]([C:11]2[C:16]([F:17])=[CH:15][C:14]([Br:18])=[C:13]([F:19])[C:12]=2[F:20])[N:8]=[C:7]([C:21]([OH:23])=[O:22])[C:6]=1[Cl:25]. (3) The reactants are [CH3:1][C:2]([OH:5])([CH3:4])[CH3:3].Cl[S:7]([N:10]=[C:11]=[O:12])(=[O:9])=[O:8].[NH2:13][C:14]1[CH:19]=[CH:18][C:17](/[CH:20]=[CH:21]/[S:22]([N:25]2[CH2:46][CH2:45][C:28]3([N:32]=[C:31]([C:33]4[CH:38]=[CH:37][CH:36]=[C:35]([O:39][C:40]([F:43])([F:42])[F:41])[CH:34]=4)[NH:30][C:29]3=[O:44])[CH2:27][CH2:26]2)(=[O:24])=[O:23])=[C:16]([CH3:47])[CH:15]=1.C(N(CC)CC)C. The catalyst is ClCCl. The product is [C:2]([O:5][C:11]([NH:10][S:7]([NH:13][C:14]1[CH:19]=[CH:18][C:17](/[CH:20]=[CH:21]/[S:22]([N:25]2[CH2:26][CH2:27][C:28]3([N:32]=[C:31]([C:33]4[CH:38]=[CH:37][CH:36]=[C:35]([O:39][C:40]([F:41])([F:43])[F:42])[CH:34]=4)[NH:30][C:29]3=[O:44])[CH2:45][CH2:46]2)(=[O:23])=[O:24])=[C:16]([CH3:47])[CH:15]=1)(=[O:9])=[O:8])=[O:12])([CH3:4])([CH3:3])[CH3:1]. The yield is 0.600. (4) The reactants are [CH:1]1([N:7]2[C:11]3[CH:12]=[CH:13][C:14]([C:16]([OH:18])=[O:17])=[CH:15][C:10]=3[N:9]=[C:8]2[C:19]2[CH:28]=[C:27]3[C:22]([CH:23]=[CH:24][C:25](C4C=CC=CC=4)=[N:26]3)=[CH:21][CH:20]=2)[CH2:6][CH2:5][CH2:4][CH2:3][CH2:2]1.[C:35](O)(=O)[CH3:36].[OH-].[Na+]. The catalyst is CCO. The product is [CH:1]1([N:7]2[C:11]3[CH:12]=[CH:13][C:14]([C:16]([OH:18])=[O:17])=[CH:15][C:10]=3[N:9]=[C:8]2[C:19]2[CH:28]=[C:27]3[C:22]([CH:23]=[C:24]([C:36]4[CH:35]=[CH:3][CH:2]=[CH:1][CH:6]=4)[CH:25]=[N:26]3)=[CH:21][CH:20]=2)[CH2:2][CH2:3][CH2:4][CH2:5][CH2:6]1. The yield is 0.170. (5) The reactants are [Cl:1][C:2]1[S:6][C:5]([S:7]([NH:10][C:11]2[CH:19]=[CH:18][C:14]([C:15]([OH:17])=[O:16])=[C:13]([OH:20])[CH:12]=2)(=[O:9])=[O:8])=[CH:4][C:3]=1[C:21]1[CH:22]=[CH:23][C:24]2[O:28][CH2:27][CH2:26][C:25]=2[CH:29]=1.[CH3:30][N:31]1[C:35]([CH2:36]O)=[CH:34][N:33]=[C:32]1[N+:38]([O-:40])=[O:39]. No catalyst specified. The product is [Cl:1][C:2]1[S:6][C:5]([S:7]([NH:10][C:11]2[CH:19]=[CH:18][C:14]([C:15]([O:17][CH2:36][C:35]3[N:31]([CH3:30])[C:32]([N+:38]([O-:40])=[O:39])=[N:33][CH:34]=3)=[O:16])=[C:13]([OH:20])[CH:12]=2)(=[O:8])=[O:9])=[CH:4][C:3]=1[C:21]1[CH:22]=[CH:23][C:24]2[O:28][CH2:27][CH2:26][C:25]=2[CH:29]=1. The yield is 0.310. (6) The reactants are [F:1][C:2]1[CH:7]=[CH:6][C:5]([F:8])=[CH:4][C:3]=1[C:9]1[CH2:10][CH2:11][CH2:12][N:13]=1.[BH4-].[Na+]. The catalyst is CO.O. The yield is 0.950. The product is [F:1][C:2]1[CH:7]=[CH:6][C:5]([F:8])=[CH:4][C:3]=1[CH:9]1[CH2:10][CH2:11][CH2:12][NH:13]1.